This data is from Catalyst prediction with 721,799 reactions and 888 catalyst types from USPTO. The task is: Predict which catalyst facilitates the given reaction. (1) Reactant: [C:1]1([S:7]([N:10]2[C:14]3=[N:15][CH:16]=[C:17]([O:19][CH3:20])[CH:18]=[C:13]3[CH:12]=[C:11]2[CH:21]([OH:28])[CH2:22][CH:23]2[CH2:27][CH2:26][CH2:25][O:24]2)(=[O:9])=[O:8])[CH:6]=[CH:5][CH:4]=[CH:3][CH:2]=1.CC(OI1(OC(C)=O)(OC(C)=O)OC(=O)C2C=CC=CC1=2)=O. Product: [C:1]1([S:7]([N:10]2[C:14]3=[N:15][CH:16]=[C:17]([O:19][CH3:20])[CH:18]=[C:13]3[CH:12]=[C:11]2[C:21](=[O:28])[CH2:22][CH:23]2[CH2:27][CH2:26][CH2:25][O:24]2)(=[O:8])=[O:9])[CH:2]=[CH:3][CH:4]=[CH:5][CH:6]=1. The catalyst class is: 4. (2) Reactant: C(OC(=O)[NH:7][C@H:8]([CH:11]([C:13]1[O:14][C:15]2[CH:21]=[CH:20][CH:19]=[CH:18][C:16]=2[N:17]=1)[OH:12])[CH2:9][CH3:10])(C)(C)C.[C:23]([OH:29])([C:25]([F:28])([F:27])[F:26])=[O:24]. Product: [OH:29][C:23]([C:25]([F:28])([F:27])[F:26])=[O:24].[NH2:7][CH:8]([CH2:9][CH3:10])[C@@H:11]([C:13]1[O:14][C:15]2[CH:21]=[CH:20][CH:19]=[CH:18][C:16]=2[N:17]=1)[OH:12]. The catalyst class is: 2. (3) Reactant: [CH:1]1([C:4]2[N:8]=[C:7]([C:9]3[N:10]=[CH:11][N:12]4[C:18]=3[CH2:17][N:16](CC3C=CC(OC)=CC=3OC)[C:15](=[O:30])[C:14]3[CH:31]=[C:32]([O:35][CH3:36])[CH:33]=[CH:34][C:13]4=3)[O:6][N:5]=2)[CH2:3][CH2:2]1.C(O)(C(F)(F)F)=O.FC(F)(F)S(O)(=O)=O. Product: [CH:1]1([C:4]2[N:8]=[C:7]([C:9]3[N:10]=[CH:11][N:12]4[C:18]=3[CH2:17][NH:16][C:15](=[O:30])[C:14]3[CH:31]=[C:32]([O:35][CH3:36])[CH:33]=[CH:34][C:13]4=3)[O:6][N:5]=2)[CH2:3][CH2:2]1. The catalyst class is: 2. (4) Reactant: [Cl:1][C:2]1[CH:7]=[CH:6][CH:5]=[C:4]([Cl:8])[C:3]=1[N:9]1[C:13]([CH2:14][O:15][C:16]2[CH:21]=[CH:20][C:19]([C:22](=[O:24])[CH3:23])=[C:18]([CH3:25])[CH:17]=2)=[C:12]([CH:26]([CH3:28])[CH3:27])[N:11]=[N:10]1.[CH3:29][Mg]Br. Product: [Cl:1][C:2]1[CH:7]=[CH:6][CH:5]=[C:4]([Cl:8])[C:3]=1[N:9]1[C:13]([CH2:14][O:15][C:16]2[CH:21]=[CH:20][C:19]([C:22]([OH:24])([CH3:29])[CH3:23])=[C:18]([CH3:25])[CH:17]=2)=[C:12]([CH:26]([CH3:28])[CH3:27])[N:11]=[N:10]1. The catalyst class is: 1. (5) The catalyst class is: 18. Reactant: [NH:1]1[CH2:4][CH:3]([N:5]2[CH2:10][CH2:9][N:8]([C:11]3[N:16]=[CH:15][CH:14]=[CH:13][N:12]=3)[CH2:7][CH2:6]2)[CH2:2]1.CN(C(ON1N=NC2C=CC=NC1=2)=[N+](C)C)C.F[P-](F)(F)(F)(F)F.CCN(C(C)C)C(C)C.[C:50]1([C:59]2[CH:64]=[CH:63][CH:62]=[CH:61][CH:60]=2)[CH:55]=[CH:54][C:53]([C:56](O)=[O:57])=[CH:52][CH:51]=1. Product: [C:50]1([C:59]2[CH:60]=[CH:61][CH:62]=[CH:63][CH:64]=2)[CH:51]=[CH:52][C:53]([C:56]([N:1]2[CH2:4][CH:3]([N:5]3[CH2:6][CH2:7][N:8]([C:11]4[N:12]=[CH:13][CH:14]=[CH:15][N:16]=4)[CH2:9][CH2:10]3)[CH2:2]2)=[O:57])=[CH:54][CH:55]=1. (6) Reactant: [C:1]([C:4]1[CH:9]=[CH:8][C:7]([S:10](N)(=[O:12])=[O:11])=[CH:6][CH:5]=1)(=[O:3])[CH3:2].[C:14]([Si](C)(C)C)([F:17])([F:16])[F:15].O.[F-].C([N+:28]([CH2:37][CH2:38][CH2:39][CH3:40])([CH2:33][CH2:34]CC)CCCC)CCC. Product: [F:15][C:14]([F:17])([F:16])[C:1]([C:4]1[CH:5]=[CH:6][C:7]([S:10]([N:28]2[CH2:33][CH2:34][CH2:40][CH2:39][CH2:38][CH2:37]2)(=[O:12])=[O:11])=[CH:8][CH:9]=1)([OH:3])[CH3:2]. The catalyst class is: 554.